From a dataset of Full USPTO retrosynthesis dataset with 1.9M reactions from patents (1976-2016). Predict the reactants needed to synthesize the given product. Given the product [CH2:10]([O:17][C:18]1[CH:23]=[C:22]([C:2]2[CH:3]=[C:4]([CH:7]=[CH:8][N:9]=2)[C:5]#[N:6])[CH:21]=[CH:20][CH:19]=1)[C:11]1[CH:16]=[CH:15][CH:14]=[CH:13][CH:12]=1, predict the reactants needed to synthesize it. The reactants are: Cl[C:2]1[CH:3]=[C:4]([CH:7]=[CH:8][N:9]=1)[C:5]#[N:6].[CH2:10]([O:17][C:18]1[CH:19]=[C:20](B(O)O)[CH:21]=[CH:22][CH:23]=1)[C:11]1[CH:16]=[CH:15][CH:14]=[CH:13][CH:12]=1.C(=O)([O-])[O-].[Na+].[Na+].O.